Dataset: Reaction yield outcomes from USPTO patents with 853,638 reactions. Task: Predict the reaction yield, written as a fraction of the theoretical maximum amount of product (1.0 means a 100% yield; for example, 0.34 means a 34% yield). The reactants are [Cl:1][C:2]1[CH:7]=[CH:6][C:5]([C:8]2[CH:9]=[N:10][CH:11]=[C:12]3[C:17]=2[N:16]=[C:15]([C:18]([OH:20])=O)[CH:14]=[CH:13]3)=[CH:4][CH:3]=1.C(N(CC)C(C)C)(C)C.F[P-](F)(F)(F)(F)F.N1(OC(N(C)C)=[N+](C)C)C2N=CC=CC=2N=N1.[CH3:54][S:55]([C:58]1[CH:63]=[CH:62][C:61]([CH2:64][NH2:65])=[CH:60][CH:59]=1)(=[O:57])=[O:56]. The catalyst is CN(C)C=O. The product is [Cl:1][C:2]1[CH:3]=[CH:4][C:5]([C:8]2[CH:9]=[N:10][CH:11]=[C:12]3[C:17]=2[N:16]=[C:15]([C:18]([NH:65][CH2:64][C:61]2[CH:60]=[CH:59][C:58]([S:55]([CH3:54])(=[O:57])=[O:56])=[CH:63][CH:62]=2)=[O:20])[CH:14]=[CH:13]3)=[CH:6][CH:7]=1. The yield is 0.0600.